Dataset: CYP1A2 inhibition data for predicting drug metabolism from PubChem BioAssay. Task: Regression/Classification. Given a drug SMILES string, predict its absorption, distribution, metabolism, or excretion properties. Task type varies by dataset: regression for continuous measurements (e.g., permeability, clearance, half-life) or binary classification for categorical outcomes (e.g., BBB penetration, CYP inhibition). Dataset: cyp1a2_veith. (1) The compound is CC(C)C(NC(=O)c1ccc(C(C)(C)C)cc1)C(=O)O. The result is 0 (non-inhibitor). (2) The molecule is COc1ccccc1CC1C(=O)C2CCN1CC2. The result is 0 (non-inhibitor). (3) The compound is COC(=O)c1sccc1-c1ccc(C(=O)Nc2cccc(Cl)c2)o1. The result is 1 (inhibitor). (4) The drug is COc1ccc(NC(=O)C(CCS(C)(=O)=O)NC(C)=O)cc1. The result is 0 (non-inhibitor). (5) The compound is CCOc1ccc(/C(O)=C2\C(=O)C(=O)N(CCOCCO)C2c2ccccc2OC)cc1. The result is 0 (non-inhibitor).